From a dataset of Reaction yield outcomes from USPTO patents with 853,638 reactions. Predict the reaction yield, written as a fraction of the theoretical maximum amount of product (1.0 means a 100% yield; for example, 0.34 means a 34% yield). (1) The reactants are Cl.[NH2:2][C:3]1(O)[CH2:8][CH2:7][CH2:6][CH2:5][CH2:4]1.[CH2:10](N(CC)CC)C.[C:17]1(=O)[O:22][C:20](=[O:21])[C:19]2=[CH:23][CH:24]=[CH:25][CH:26]=[C:18]12. The catalyst is C1(C)C=CC=CC=1. The product is [CH2:10]=[C:6]1[CH2:7][CH2:8][CH:3]([N:2]2[C:20](=[O:21])[C:19]3[C:18](=[CH:26][CH:25]=[CH:24][CH:23]=3)[C:17]2=[O:22])[CH2:4][CH2:5]1. The yield is 0.840. (2) The reactants are [CH3:1][C:2]([C:4]1[CH:5]=[CH:6][C:7]([OH:10])=[CH:8][CH:9]=1)=[O:3].CC(C)([O-])C.[Na+].[C:17](OCC)(=[O:22])[CH2:18][CH2:19][CH2:20][CH3:21]. No catalyst specified. The product is [OH:10][C:7]1[CH:8]=[CH:9][C:4]([C:2](=[O:3])[CH2:1][C:17](=[O:22])[CH2:18][CH2:19][CH2:20][CH3:21])=[CH:5][CH:6]=1. The yield is 0.650. (3) The reactants are [CH2:1]([O:5][C:6]([C:8]1C=CN=C(Cl)[CH:9]=1)=[O:7])CCC.C([N:18]([CH:21]([CH3:23])C)[CH2:19][CH3:20])(C)C.[NH:24]1[CH2:29][CH2:28][NH:27][CH2:26][CH2:25]1. The catalyst is C(O)CCC. The product is [CH3:1][O:5][C:6]([CH2:8][C:9]1[CH:20]=[CH:19][N:18]=[C:21]([N:24]2[CH2:29][CH2:28][NH:27][CH2:26][CH2:25]2)[CH:23]=1)=[O:7]. The yield is 0.590.